Dataset: Catalyst prediction with 721,799 reactions and 888 catalyst types from USPTO. Task: Predict which catalyst facilitates the given reaction. (1) Reactant: [CH3:1][C:2]([NH:8][C:9](=[O:38])[C:10]1[CH:15]=[CH:14][C:13]([CH2:16][N:17]([CH:31]2[CH2:36][CH2:35][CH2:34][CH2:33][CH:32]2[CH3:37])[S:18]([C:21]2[CH:22]=[N:23][C:24]([C:27]([F:30])([F:29])[F:28])=[CH:25][CH:26]=2)(=[O:20])=[O:19])=[CH:12][CH:11]=1)([CH3:7])[C:3]([O:5]C)=[O:4].O.[OH-].[Li+].O. Product: [CH3:7][C:2]([NH:8][C:9](=[O:38])[C:10]1[CH:15]=[CH:14][C:13]([CH2:16][N:17]([CH:31]2[CH2:36][CH2:35][CH2:34][CH2:33][CH:32]2[CH3:37])[S:18]([C:21]2[CH:22]=[N:23][C:24]([C:27]([F:30])([F:29])[F:28])=[CH:25][CH:26]=2)(=[O:19])=[O:20])=[CH:12][CH:11]=1)([CH3:1])[C:3]([OH:5])=[O:4]. The catalyst class is: 1. (2) Reactant: [NH2:1][CH2:2][CH2:3][CH2:4][N:5]1[C:9]2[CH:10]=[CH:11][CH:12]=[CH:13][C:8]=2[N:7]=[C:6]1[CH2:14][N:15]([CH3:26])[CH:16]1[C:25]2[N:24]=[CH:23][CH:22]=[CH:21][C:20]=2[CH2:19][CH2:18][CH2:17]1.Cl.[N:28]1[CH:33]=[CH:32][CH:31]=[CH:30][C:29]=1[CH2:34]Cl.C([O-])([O-])=O.[K+].[K+]. Product: [CH3:26][N:15]([CH2:14][C:6]1[N:5]([CH2:4][CH2:3][CH2:2][NH:1][CH2:34][C:29]2[CH:30]=[CH:31][CH:32]=[CH:33][N:28]=2)[C:9]2[CH:10]=[CH:11][CH:12]=[CH:13][C:8]=2[N:7]=1)[CH:16]1[C:25]2[N:24]=[CH:23][CH:22]=[CH:21][C:20]=2[CH2:19][CH2:18][CH2:17]1. The catalyst class is: 3. (3) Reactant: Cl[C:2]1[N:7]=[CH:6][N:5]=[C:4]([C:8]([NH:10][C:11]2[CH:16]=[CH:15][C:14]([OH:17])=[CH:13][C:12]=2[CH3:18])=[O:9])[CH:3]=1. Product: [CH3:15][CH:14]([O:17][C:2]1[N:7]=[CH:6][N:5]=[C:4]([C:8]([NH:10][C:11]2[CH:16]=[CH:15][C:14]([OH:17])=[CH:13][C:12]=2[CH3:18])=[O:9])[CH:3]=1)[CH2:13][CH3:12]. The catalyst class is: 868.